Dataset: Catalyst prediction with 721,799 reactions and 888 catalyst types from USPTO. Task: Predict which catalyst facilitates the given reaction. (1) Reactant: [C:1]([O:5][C:6]([N:8]1[CH2:13][CH2:12][CH:11]([OH:14])[CH2:10][CH2:9]1)=[O:7])([CH3:4])([CH3:3])[CH3:2].N(C(OC(C)C)=O)=NC(OC(C)C)=O.C1(P(C2C=CC=CC=2)C2C=CC=CC=2)C=CC=CC=1.[Cl:48][C:49]1[CH:50]=[CH:51][C:52]([S:70]([CH2:73][CH3:74])(=[O:72])=[O:71])=[C:53]([CH2:55][NH:56][C:57](=[O:69])[C:58]2[CH:63]=[CH:62][C:61](O)=[C:60]([C:65]([F:68])([F:67])[F:66])[CH:59]=2)[CH:54]=1. Product: [C:1]([O:5][C:6]([N:8]1[CH2:13][CH2:12][CH:11]([O:14][C:61]2[CH:62]=[CH:63][C:58]([C:57](=[O:69])[NH:56][CH2:55][C:53]3[CH:54]=[C:49]([Cl:48])[CH:50]=[CH:51][C:52]=3[S:70]([CH2:73][CH3:74])(=[O:72])=[O:71])=[CH:59][C:60]=2[C:65]([F:66])([F:68])[F:67])[CH2:10][CH2:9]1)=[O:7])([CH3:4])([CH3:2])[CH3:3]. The catalyst class is: 375. (2) Product: [NH2:1][C:2]1[N:3]=[C:4]([N:19]2[CH2:20][CH2:21][N:22]([C:25](=[O:31])[CH2:26][C:27](=[O:29])[NH:37][C:36]3[CH:38]=[CH:39][C:33]([Cl:32])=[CH:34][CH:35]=3)[CH2:23][CH2:24]2)[C:5]2[N:11]=[C:10]([C:12]3[CH:13]=[CH:14][C:15]([F:18])=[CH:16][CH:17]=3)[CH:9]=[CH:8][C:6]=2[N:7]=1. Reactant: [NH2:1][C:2]1[N:3]=[C:4]([N:19]2[CH2:24][CH2:23][N:22]([C:25](=[O:31])[CH2:26][C:27]([O:29]C)=O)[CH2:21][CH2:20]2)[C:5]2[N:11]=[C:10]([C:12]3[CH:17]=[CH:16][C:15]([F:18])=[CH:14][CH:13]=3)[CH:9]=[CH:8][C:6]=2[N:7]=1.[Cl:32][C:33]1[CH:39]=[CH:38][C:36]([NH2:37])=[CH:35][CH:34]=1.CCN(C(C)C)C(C)C. The catalyst class is: 12. (3) Reactant: [CH3:1][O:2][C:3](=[O:20])[C:4]1[CH:9]=[C:8]([N+:10]([O-])=O)[CH:7]=[C:6]([C:13]2[CH:18]=[CH:17][C:16]([CH3:19])=[CH:15][N:14]=2)[CH:5]=1.Cl[Sn]Cl. Product: [CH3:1][O:2][C:3](=[O:20])[C:4]1[CH:5]=[C:6]([C:13]2[CH:18]=[CH:17][C:16]([CH3:19])=[CH:15][N:14]=2)[CH:7]=[C:8]([NH2:10])[CH:9]=1. The catalyst class is: 5. (4) Reactant: [N:1]1[C:5]2[CH:6]=[CH:7][CH:8]=[CH:9][C:4]=2[NH:3][C:2]=1[CH2:10][NH:11][C:12]([C:14]1[CH:31]=[CH:30][C:17]2[CH2:18][CH:19]([CH2:25][C:26]([O:28]C)=[O:27])[C:20](=[O:24])[N:21]([CH3:23])[CH2:22][C:16]=2[CH:15]=1)=[O:13].O[Li].O.C1COCC1. Product: [N:1]1[C:5]2[CH:6]=[CH:7][CH:8]=[CH:9][C:4]=2[NH:3][C:2]=1[CH2:10][NH:11][C:12]([C:14]1[CH:31]=[CH:30][C:17]2[CH2:18][CH:19]([CH2:25][C:26]([OH:28])=[O:27])[C:20](=[O:24])[N:21]([CH3:23])[CH2:22][C:16]=2[CH:15]=1)=[O:13]. The catalyst class is: 6. (5) Reactant: Cl.[CH3:2][NH:3][CH2:4][CH2:5][CH2:6][C:7]([OH:9])=[O:8].C(=O)([O-])[O-].[K+].[K+].Cl[C:17]([O:19][CH3:20])=[O:18].Cl. Product: [CH3:20][O:19][C:17]([N:3]([CH3:2])[CH2:4][CH2:5][CH2:6][C:7]([OH:9])=[O:8])=[O:18]. The catalyst class is: 127. (6) Reactant: [Cl-:1].[NH4+].O.[CH3:4][NH:5][C@@H:6]1[C:11]2[CH:12]=[CH:13][CH:14]=[CH:15][C:10]=2[C@H:9]([C:16]2[CH:17]=[CH:18][C:19]([Cl:23])=[C:20]([Cl:22])[CH:21]=2)[CH2:8][CH2:7]1.N. Product: [CH3:4][NH:5][C@@H:6]1[C:11]2[CH:12]=[CH:13][CH:14]=[CH:15][C:10]=2[C@H:9]([C:16]2[CH:17]=[CH:18][C:19]([Cl:23])=[C:20]([Cl:22])[CH:21]=2)[CH2:8][CH2:7]1.[ClH:1]. The catalyst class is: 259. (7) Reactant: C[O-].[Na+].C([O:7][CH:8]([CH:33]([O:46]C(=O)C)[CH:34]([O:42]C(=O)C)[CH:35]([O:38]C(=O)C)[CH2:36][OH:37])[C:9](=[O:32])[CH2:10][O:11][CH2:12][CH2:13][O:14][CH2:15][CH2:16][NH:17][C:18]([CH2:20][O:21][CH2:22][CH2:23][O:24][CH2:25][CH2:26][O:27][CH2:28][C:29]([OH:31])=[O:30])=[O:19])(=O)C. Product: [OH:7][CH:8]([CH:33]([OH:46])[CH:34]([OH:42])[CH:35]([OH:38])[CH2:36][OH:37])[C:9](=[O:32])[CH2:10][O:11][CH2:12][CH2:13][O:14][CH2:15][CH2:16][NH:17][C:18]([CH2:20][O:21][CH2:22][CH2:23][O:24][CH2:25][CH2:26][O:27][CH2:28][C:29]([OH:31])=[O:30])=[O:19]. The catalyst class is: 5. (8) Reactant: Cl[C:2]1[N:7]=[C:6]([C:8]2[CH:13]=[CH:12][CH:11]=[C:10]([Cl:14])[CH:9]=2)[C:5]([CH3:15])=[CH:4][N:3]=1.[CH3:16][N:17]1[CH2:22][CH2:21][N:20]([CH2:23][C:24]2[CH:30]=[CH:29][C:27]([NH2:28])=[CH:26][CH:25]=2)[CH2:19][CH2:18]1. Product: [Cl:14][C:10]1[CH:9]=[C:8]([C:6]2[C:5]([CH3:15])=[CH:4][N:3]=[C:2]([NH:28][C:27]3[CH:26]=[CH:25][C:24]([CH2:23][N:20]4[CH2:19][CH2:18][N:17]([CH3:16])[CH2:22][CH2:21]4)=[CH:30][CH:29]=3)[N:7]=2)[CH:13]=[CH:12][CH:11]=1. The catalyst class is: 61.